Dataset: Forward reaction prediction with 1.9M reactions from USPTO patents (1976-2016). Task: Predict the product of the given reaction. (1) The product is: [CH:23]1([C:27]#[C:28][C:2]2[CH:3]=[C:4]3[C:8](=[CH:9][CH:10]=2)[N:7]([CH:11]2[CH2:16][CH2:15][CH2:14][CH2:13][O:12]2)[N:6]=[CH:5]3)[CH2:26][CH2:25][CH2:24]1. Given the reactants Br[C:2]1[CH:3]=[C:4]2[C:8](=[CH:9][CH:10]=1)[N:7]([CH:11]1[CH2:16][CH2:15][CH2:14][CH2:13][O:12]1)[N:6]=[CH:5]2.C([O-])([O-])=O.[Cs+].[Cs+].[CH:23]1([C:27]#[C:28][Si](C)(C)C)[CH2:26][CH2:25][CH2:24]1.N#N, predict the reaction product. (2) Given the reactants [Cl:1][C:2]1[CH:3]=[N:4][C:5]([N:8]2[CH2:13][CH2:12][CH:11]([C@H:14]([CH3:22])[CH2:15][CH2:16][O:17]S(C)(=O)=O)[CH2:10][CH2:9]2)=[N:6][CH:7]=1.[Cl:23][C:24]1[N:29]=[CH:28][C:27](O)=[CH:26][N:25]=1.C(=O)([O-])[O-].[K+].[K+], predict the reaction product. The product is: [Cl:1][C:2]1[CH:3]=[N:4][C:5]([N:8]2[CH2:13][CH2:12][CH:11]([C@H:14]([CH3:22])[CH2:15][CH2:16][O:17][C:27]3[CH:26]=[N:25][C:24]([Cl:23])=[N:29][CH:28]=3)[CH2:10][CH2:9]2)=[N:6][CH:7]=1. (3) Given the reactants [CH2:1]([C:7]1[C:15]2[C:10](=[CH:11][CH:12]=[CH:13][CH:14]=2)[NH:9][CH:8]=1)[CH2:2][CH2:3][CH2:4][CH2:5][CH3:6].[OH-].[K+].I[CH3:19].[Cl-].[NH4+], predict the reaction product. The product is: [CH2:1]([C:7]1[C:15]2[C:10](=[CH:11][CH:12]=[CH:13][CH:14]=2)[N:9]([CH3:19])[CH:8]=1)[CH2:2][CH2:3][CH2:4][CH2:5][CH3:6].